The task is: Predict the reactants needed to synthesize the given product.. This data is from Full USPTO retrosynthesis dataset with 1.9M reactions from patents (1976-2016). (1) Given the product [OH:1][C:2]([C:32]1[CH:33]=[CH:34][CH:35]=[CH:36][CH:37]=1)([C:26]1[CH:27]=[CH:28][CH:29]=[CH:30][CH:31]=1)[CH:3]1[CH2:8][CH2:7][N:6]([CH2:9][CH2:10][CH2:11][C@H:12]([C:14]2[CH:19]=[CH:18][C:17]([C:20]([CH3:25])([CH3:24])[C:21]([OH:23])=[O:22])=[CH:16][CH:15]=2)[OH:13])[CH2:5][CH2:4]1, predict the reactants needed to synthesize it. The reactants are: [OH:1][C:2]([C:32]1[CH:37]=[CH:36][CH:35]=[CH:34][CH:33]=1)([C:26]1[CH:31]=[CH:30][CH:29]=[CH:28][CH:27]=1)[CH:3]1[CH2:8][CH2:7][N:6]([CH2:9][CH2:10][CH2:11][CH:12]([C:14]2[CH:19]=[CH:18][C:17]([C:20]([CH3:25])([CH3:24])[C:21]([OH:23])=[O:22])=[CH:16][CH:15]=2)[OH:13])[CH2:5][CH2:4]1.O.C1(C)C=CC(C(C(C(O)=O)(O)C(C(C2C=CC(C)=CC=2)=O)(O)C(O)=O)=O)=CC=1. (2) Given the product [Br:7][C:6]1[CH:5]=[N:4][N:3]2[C:10]([C:9]([F:8])([F:26])[F:25])=[CH:11][C:12]([C:14]3[CH:19]=[CH:18][C:17]([C:20]([F:21])([F:22])[F:23])=[CH:16][CH:15]=3)=[N:1][C:2]=12, predict the reactants needed to synthesize it. The reactants are: [NH2:1][C:2]1[C:6]([Br:7])=[CH:5][NH:4][N:3]=1.[F:8][C:9]([F:26])([F:25])[C:10](=O)[CH2:11][C:12]([C:14]1[CH:19]=[CH:18][C:17]([C:20]([F:23])([F:22])[F:21])=[CH:16][CH:15]=1)=O. (3) The reactants are: [C:9](O[C:9]([O:11][C:12]([CH3:15])([CH3:14])[CH3:13])=[O:10])([O:11][C:12]([CH3:15])([CH3:14])[CH3:13])=[O:10].[CH3:16][NH:17][CH2:18][C:19]1[CH:34]=[CH:33][CH:32]=[C:31]([N+:35]([O-:37])=[O:36])[C:20]=1[O:21][CH2:22][CH2:23][O:24][CH2:25][CH2:26][O:27][CH2:28][CH2:29][OH:30]. Given the product [OH:30][CH2:29][CH2:28][O:27][CH2:26][CH2:25][O:24][CH2:23][CH2:22][O:21][C:20]1[C:31]([N+:35]([O-:37])=[O:36])=[CH:32][CH:33]=[CH:34][C:19]=1[CH2:18][N:17]([CH3:16])[C:9](=[O:10])[O:11][C:12]([CH3:13])([CH3:14])[CH3:15], predict the reactants needed to synthesize it. (4) Given the product [OH:40][C@H:23]([CH2:24][O:25][C:26]1[CH:31]=[CH:30][C:29]([O:32][CH2:33][C:34]2[CH:35]=[CH:36][CH:37]=[CH:38][CH:39]=2)=[CH:28][CH:27]=1)[CH2:22][NH:21][CH2:20][CH:17]1[CH2:16][CH2:15][N:14]([C:12]([NH:11][C:8]2[CH:9]=[CH:10][C:5]([C:4]([OH:41])=[O:3])=[CH:6][CH:7]=2)=[O:13])[CH2:19][CH2:18]1, predict the reactants needed to synthesize it. The reactants are: C([O:3][C:4](=[O:41])[C:5]1[CH:10]=[CH:9][C:8]([NH:11][C:12]([N:14]2[CH2:19][CH2:18][CH:17]([CH2:20][NH:21][CH2:22][C@H:23]([OH:40])[CH2:24][O:25][C:26]3[CH:31]=[CH:30][C:29]([O:32][CH2:33][C:34]4[CH:39]=[CH:38][CH:37]=[CH:36][CH:35]=4)=[CH:28][CH:27]=3)[CH2:16][CH2:15]2)=[O:13])=[CH:7][CH:6]=1)C.C([O-])=O.[NH4+]. (5) Given the product [C:9]12([C:6]3[CH:5]=[CH:4][C:3]([OH:8])=[C:2]([Br:1])[CH:7]=3)[CH2:18][CH:13]3[CH2:14][CH:15]([CH2:17][CH:11]([CH2:12]3)[CH2:10]1)[CH2:16]2, predict the reactants needed to synthesize it. The reactants are: [Br:1][C:2]1[CH:7]=[CH:6][CH:5]=[CH:4][C:3]=1[OH:8].[C:9]12(O)[CH2:18][CH:13]3[CH2:14][CH:15]([CH2:17][CH:11]([CH2:12]3)[CH2:10]1)[CH2:16]2. (6) Given the product [CH3:12][C:11]1([CH3:13])[S:14][CH2:3][CH2:2][NH:10][C@H:9]1[C:8]([O:7][CH3:6])=[O:15], predict the reactants needed to synthesize it. The reactants are: Br[CH2:2][CH2:3]Br.Cl.[CH3:6][O:7][C:8](=[O:15])[C@@H:9]([C:11]([SH:14])([CH3:13])[CH3:12])[NH2:10].C(=O)(O)[O-].[Na+]. (7) Given the product [O:4]1[C:12]2[CH:11]=[CH:10][N:9]=[C:8]([N:13]3[CH2:18][CH2:17][N:16]([CH2:19][CH2:20][C@H:21]4[CH2:26][CH2:25][C@H:24]([NH:27][C:31](=[O:32])[C@H:30]([O:29][CH3:28])[CH3:34])[CH2:23][CH2:22]4)[CH2:15][CH2:14]3)[C:7]=2[CH2:6][CH2:5]1, predict the reactants needed to synthesize it. The reactants are: Cl.Cl.Cl.[O:4]1[C:12]2[CH:11]=[CH:10][N:9]=[C:8]([N:13]3[CH2:18][CH2:17][N:16]([CH2:19][CH2:20][C@H:21]4[CH2:26][CH2:25][C@H:24]([NH2:27])[CH2:23][CH2:22]4)[CH2:15][CH2:14]3)[C:7]=2[CH2:6][CH2:5]1.[CH3:28][O:29][C@H:30]([CH3:34])[C:31](O)=[O:32]. (8) Given the product [NH2:16][C:7]1[CH:8]=[C:9]([CH:14]=[CH:15][C:6]=1[O:5][CH2:4][CH:1]1[CH2:3][CH2:2]1)[CH2:10][N:11]([CH3:13])[CH3:12], predict the reactants needed to synthesize it. The reactants are: [CH:1]1([CH2:4][O:5][C:6]2[CH:15]=[CH:14][C:9]([CH2:10][N:11]([CH3:13])[CH3:12])=[CH:8][C:7]=2[N+:16]([O-])=O)[CH2:3][CH2:2]1.O.NN. (9) Given the product [CH3:25][C:22]1[N:21]=[CH:20][C:19]([N:9]2[CH:10]=[C:11]([C:13]3[CH:18]=[CH:17][CH:16]=[CH:15][N:14]=3)[N:12]=[C:8]2[C:5]2[CH:6]=[CH:7][C:2]([N:32]3[C:28]4[C:27](=[N:26][CH:31]=[CH:30][N:29]=4)[CH:34]=[CH:33]3)=[CH:3][CH:4]=2)=[CH:24][CH:23]=1, predict the reactants needed to synthesize it. The reactants are: I[C:2]1[CH:7]=[CH:6][C:5]([C:8]2[N:9]([C:19]3[CH:20]=[N:21][C:22]([CH3:25])=[CH:23][CH:24]=3)[CH:10]=[C:11]([C:13]3[CH:18]=[CH:17][CH:16]=[CH:15][N:14]=3)[N:12]=2)=[CH:4][CH:3]=1.[N:26]1[CH:31]=[CH:30][N:29]=[C:28]2[NH:32][CH:33]=[CH:34][C:27]=12.[O-]P([O-])([O-])=O.[K+].[K+].[K+].CN(C)[C@@H]1CCCC[C@H]1N.